From a dataset of Peptide-MHC class II binding affinity with 134,281 pairs from IEDB. Regression. Given a peptide amino acid sequence and an MHC pseudo amino acid sequence, predict their binding affinity value. This is MHC class II binding data. The peptide sequence is DKKCIEWEKAQHGAC. The MHC is DRB1_0802 with pseudo-sequence DRB1_0802. The binding affinity (normalized) is 0.593.